This data is from Full USPTO retrosynthesis dataset with 1.9M reactions from patents (1976-2016). The task is: Predict the reactants needed to synthesize the given product. (1) Given the product [CH3:27][O:28][C:29]1[CH:30]=[C:31]([NH:37][C:38]([NH:1][C:2]2[CH:3]=[CH:4][C:5]([O:12][CH:13]([C:20]3[CH:21]=[CH:22][C:23]([F:26])=[CH:24][CH:25]=3)[C:14]3[CH:19]=[CH:18][CH:17]=[CH:16][CH:15]=3)=[C:6]([CH:11]=2)[C:7]([O:9][CH3:10])=[O:8])=[O:39])[CH:32]=[CH:33][C:34]=1[O:35][CH3:36], predict the reactants needed to synthesize it. The reactants are: [NH2:1][C:2]1[CH:3]=[CH:4][C:5]([O:12][CH:13]([C:20]2[CH:25]=[CH:24][C:23]([F:26])=[CH:22][CH:21]=2)[C:14]2[CH:19]=[CH:18][CH:17]=[CH:16][CH:15]=2)=[C:6]([CH:11]=1)[C:7]([O:9][CH3:10])=[O:8].[CH3:27][O:28][C:29]1[CH:30]=[C:31]([N:37]=[C:38]=[O:39])[CH:32]=[CH:33][C:34]=1[O:35][CH3:36]. (2) Given the product [O:20]=[C:4]([CH3:9])[CH2:5][CH2:6][C:9]1[CH:4]=[CH:5][C:6]2[N:7]([C:10]([C:13]([OH:15])=[O:14])=[CH:11][N:12]=2)[CH:8]=1, predict the reactants needed to synthesize it. The reactants are: FC(F)O[C:4]1[CH:9]=[CH:8][N:7]2[C:10]([C:13]([O:15]CC)=[O:14])=[CH:11][N:12]=[C:6]2[CH:5]=1.[Li+].[OH-:20].Cl. (3) Given the product [O:27]1[C:23]2[CH:22]=[CH:21][C:20]([C:18](=[O:19])[CH2:17][CH2:16][C:15]([NH:14][C:4]3[CH:3]=[C:2]([C:67]4[CH:66]=[CH:65][CH:64]=[C:63]([CH2:62][OH:61])[CH:68]=4)[CH:7]=[C:6]([C:8]4[CH:13]=[CH:12][CH:11]=[CH:10][CH:9]=4)[N:5]=3)=[O:29])=[CH:28][C:24]=2[CH2:25][CH2:26]1, predict the reactants needed to synthesize it. The reactants are: Cl[C:2]1[CH:7]=[C:6]([C:8]2[CH:13]=[CH:12][CH:11]=[CH:10][CH:9]=2)[N:5]=[C:4]([NH:14][C:15](=[O:29])[CH2:16][CH2:17][C:18]([C:20]2[CH:21]=[CH:22][C:23]3[O:27][CH2:26][CH2:25][C:24]=3[CH:28]=2)=[O:19])[CH:3]=1.C1(C2C=CC=CC=2)C=CC=CC=1P(C1CCCCC1)C1CCCCC1.C(=O)([O-])[O-].[K+].[K+].[OH:61][CH2:62][C:63]1[CH:64]=[C:65](B(O)O)[CH:66]=[CH:67][CH:68]=1. (4) Given the product [NH2:1][C:2]1[N:10]=[CH:9][N:8]=[C:7]2[C:3]=1[N:4]=[CH:5][N:6]2[C@@H:11]1[O:12][C@H:13]([CH2:21][N:22]([CH3:41])[CH2:23][CH2:24][CH2:25][NH:26][C:27]([NH:29][C:30]2[CH:35]=[CH:34][C:33]([C:36]([CH3:39])([CH3:38])[CH3:37])=[C:32]([F:40])[CH:31]=2)=[O:28])[C@@H:14]([OH:15])[C@H:18]1[OH:17], predict the reactants needed to synthesize it. The reactants are: [NH2:1][C:2]1[N:10]=[CH:9][N:8]=[C:7]2[C:3]=1[N:4]=[CH:5][N:6]2[C@H:11]1[CH:18]2[C@H:14]([O:15]C(C)(C)[O:17]2)[C@@H:13]([CH2:21][N:22]([CH3:41])[CH2:23][CH2:24][CH2:25][NH:26][C:27]([NH:29][C:30]2[CH:35]=[CH:34][C:33]([C:36]([CH3:39])([CH3:38])[CH3:37])=[C:32]([F:40])[CH:31]=2)=[O:28])[O:12]1.C([O-])([O-])=O.[K+].[K+].O. (5) Given the product [CH3:34][C:35]1[C:40]([CH:10]2[C:11](=[O:13])[CH2:12][CH:7]([CH:4]3[CH2:3][CH2:2][O:1][CH2:6][CH2:5]3)[CH2:8][C:9]2=[O:14])=[C:39]([CH3:42])[CH:38]=[C:37]([C:43]2[CH:48]=[CH:47][CH:46]=[CH:45][CH:44]=2)[CH:36]=1, predict the reactants needed to synthesize it. The reactants are: [O:1]1[CH2:6][CH2:5][CH:4]([CH:7]2[CH2:12][C:11](=[O:13])[CH2:10][C:9](=[O:14])[CH2:8]2)[CH2:3][CH2:2]1.C1(C)C=CC=CC=1.C([O-])(=O)C.C([O-])(=O)C.C([O-])(=O)C.[CH3:34][C:35]1[C:40]([Pb+3])=[C:39]([CH3:42])[CH:38]=[C:37]([C:43]2[CH:48]=[CH:47][CH:46]=[CH:45][CH:44]=2)[CH:36]=1.Cl. (6) Given the product [CH3:1][O:2][C:3]1[CH:4]=[CH:5][C:6]2[C:12](=[O:13])[C:11]([C:14]3[CH:15]=[CH:16][C:17]([O:20][CH3:21])=[CH:18][CH:19]=3)([CH3:23])[CH2:10][CH2:9][CH2:8][C:7]=2[CH:22]=1, predict the reactants needed to synthesize it. The reactants are: [CH3:1][O:2][C:3]1[CH:4]=[CH:5][C:6]2[C:12](=[O:13])[CH:11]([C:14]3[CH:19]=[CH:18][C:17]([O:20][CH3:21])=[CH:16][CH:15]=3)[CH2:10][CH2:9][CH2:8][C:7]=2[CH:22]=1.[CH3:23]C(C)([O-])C.[K+].C(O)(C)(C)C. (7) Given the product [CH3:1][O:2][C:3](=[O:17])[CH2:4][CH2:5][CH2:6][C:8]1[CH:9]=[CH:10][C:11]([CH2:14][CH2:15][OH:16])=[CH:12][CH:13]=1, predict the reactants needed to synthesize it. The reactants are: [CH3:1][O:2][C:3](=[O:17])[CH2:4][CH2:5][C:6]([C:8]1[CH:13]=[CH:12][C:11]([CH2:14][CH2:15][OH:16])=[CH:10][CH:9]=1)=O. (8) Given the product [C:36]([CH2:35][CH2:34][S:1][C:2]1[CH:3]=[CH:4][C:5]([C:8]([C:24]2[CH:25]=[CH:26][C:27]([S:30][CH2:34][CH2:35][C:36]#[N:37])=[CH:28][CH:29]=2)=[C:9]([C:17]2[CH:22]=[CH:21][C:20]([S:23][CH2:34][CH2:35][C:36]#[N:37])=[CH:19][CH:18]=2)[C:10]2[CH:11]=[CH:12][C:13]([S:16][CH2:34][CH2:35][C:36]#[N:37])=[CH:14][CH:15]=2)=[CH:6][CH:7]=1)#[N:37], predict the reactants needed to synthesize it. The reactants are: [SH:1][C:2]1[CH:7]=[CH:6][C:5]([C:8]([C:24]2[CH:29]=[CH:28][C:27]([SH:30])=[CH:26][CH:25]=2)=[C:9]([C:17]2[CH:22]=[CH:21][C:20]([SH:23])=[CH:19][CH:18]=2)[C:10]2[CH:15]=[CH:14][C:13]([SH:16])=[CH:12][CH:11]=2)=[CH:4][CH:3]=1.[H-].[Na+].Br[CH2:34][CH2:35][C:36]#[N:37]. (9) Given the product [CH3:5][C:6]([OH:10])([CH2:8][CH2:9][Si:2]([CH3:4])([CH3:3])[CH3:1])[CH3:7], predict the reactants needed to synthesize it. The reactants are: [CH3:1][SiH:2]([CH3:4])[CH3:3].[CH3:5][C:6]([OH:10])([CH:8]=[CH2:9])[CH3:7].[SiH4].